This data is from HIV replication inhibition screening data with 41,000+ compounds from the AIDS Antiviral Screen. The task is: Binary Classification. Given a drug SMILES string, predict its activity (active/inactive) in a high-throughput screening assay against a specified biological target. The molecule is CC(C)(C)OC(=O)NC1CC(=O)c2ccccc2N(CC(=O)O)C1=O. The result is 0 (inactive).